This data is from Reaction yield outcomes from USPTO patents with 853,638 reactions. The task is: Predict the reaction yield, written as a fraction of the theoretical maximum amount of product (1.0 means a 100% yield; for example, 0.34 means a 34% yield). The reactants are [CH:1]1([NH:4][C:5]([C:7]2[CH:12]=[CH:11][C:10](B(O)O)=[CH:9][C:8]=2[CH3:16])=[O:6])[CH2:3][CH2:2]1.[Br:17][C:18]1[CH:19]=[C:20]([NH2:27])[C:21]2[N:25]=[CH:24][NH:23][C:22]=2[CH:26]=1.[N+]1([O-])C=CC=CC=1.N1C=CC=CC=1. The catalyst is C(Cl)Cl.C([O-])(=O)C.[Cu+2].C([O-])(=O)C. The product is [NH2:27][C:20]1[C:21]2[N:25]=[CH:24][N:23]([C:10]3[CH:11]=[CH:12][C:7]([C:5]([NH:4][CH:1]4[CH2:3][CH2:2]4)=[O:6])=[C:8]([CH3:16])[CH:9]=3)[C:22]=2[CH:26]=[C:18]([Br:17])[CH:19]=1. The yield is 0.500.